This data is from Forward reaction prediction with 1.9M reactions from USPTO patents (1976-2016). The task is: Predict the product of the given reaction. Given the reactants Cl[C:2]1[N:7]=[C:6]([NH:8][CH2:9][CH2:10][OH:11])[C:5]([N+:12]([O-:14])=[O:13])=[CH:4][N:3]=1.[NH3:15], predict the reaction product. The product is: [NH2:15][C:2]1[N:7]=[C:6]([NH:8][CH2:9][CH2:10][OH:11])[C:5]([N+:12]([O-:14])=[O:13])=[CH:4][N:3]=1.